Dataset: Full USPTO retrosynthesis dataset with 1.9M reactions from patents (1976-2016). Task: Predict the reactants needed to synthesize the given product. The reactants are: [Br:1][C:2]1[CH:10]=[C:9]([CH3:11])[CH:8]=[CH:7][C:3]=1[C:4]([OH:6])=[O:5].S(=O)(=O)(O)O.[CH3:17]O. Given the product [CH3:17][O:5][C:4](=[O:6])[C:3]1[CH:7]=[CH:8][C:9]([CH3:11])=[CH:10][C:2]=1[Br:1], predict the reactants needed to synthesize it.